Dataset: TAP: 5 developability metrics (CDR length, charge patches, hydrophobicity). Task: Multi-output Regression. Predict 5 antibody developability metrics. (1) The antibody is ["['EVQLLESGGGLVQPGGSLRLSCAASGFTFSNYAMSWVRQAPGKGLEWVSSISGSGDYTYYTDSVKGRFTISRDNSKNTLYLQMNSLRAEDTAVYYCARSPWGYYLDSWGQGTLVTVSS'\\n 'DIQMTQSPPSLSASAGDRVTITCRASQGISSRLAWYQQKPEKAPKSLIYAASSLQSGVPSRFSGSGSGTDFTLTISSLQPEDFATYYCQQYNSYPYTFGQGTKLEIK']"]. Developability metrics: CDR_Length=45.0, PSH=136, PPC=0, PNC=0, SFvCSP=-3.00. (2) Developability metrics: CDR_Length=46.0, PSH=114, PPC=0, PNC=0.288, SFvCSP=4.00. The antibody is ["['EVQLVQSGAEVKKPGESLKISCKGSGYSFTTYWLGWVRQMPGKGLDWIGIMSPVDSDIRYSPSFQGQVTMSVDKSITTAYLQWNSLKASDTAMYYCARRRPGQGYFDFWGQGTLVTVSS'\\n 'DIQMTQSPSSLSASVGDRVTITCRASQGISSWLAWYQQKPEKAPKSLIYAASSLQSGVPSRFSGSGSGTDFTLTISSLQPEDFATYYCQQYNIYPYTFGQGTKLEIK']"]. (3) The antibody is ["['QVQLQQSGPEVVKPGASVKMSCKASGYTFTSYVIHWVRQKPGQGLDWIGYINPYNDGTDYDEKFKGKATLTSDTSTSTAYMELSSLRSEDTAVYYCAREKDNYATGAWFAYWGQGTLVTVSS'\\n 'DIVMTQSPDSLAVSLGERVTMNCKSSQSLLYSTNQKNYLAWYQQKPGQSPKLLIYWASTRESGVPDRFSGSGSGTDFTLTISSVQAEDVAVYYCQQYYSYRTFGGGTKLEIK']"]. Developability metrics: CDR_Length=54.0, PSH=143, PPC=0.00810, PNC=0.201, SFvCSP=-1.90. (4) The antibody is ["['QVQLVQSGAEVKKPGASVKVSCKASGYSFTNYYIHWVRQAPGQRLEWMGWINAGNGNTKYSQKFQGRVTITRDTSASTAYMELSSLRSEDTAVYYCVRRQRFPYYFDYWGQGTLVTVSS'\\n 'EIVLTQSPATLSVSPGERATLSCRASQSVGTNVAWYQQKPGQAPRVLIYSTSSRATGITDRFSGSGSGTDFTLTISRLEPEDFAVYYCQQFNKSPLTFGGGTKVEIK']"]. Developability metrics: CDR_Length=46.0, PSH=98.7, PPC=0.341, PNC=0, SFvCSP=21.0.